Dataset: Catalyst prediction with 721,799 reactions and 888 catalyst types from USPTO. Task: Predict which catalyst facilitates the given reaction. (1) Reactant: C([O:5][C:6](=[O:16])[C:7]1[CH:12]=[C:11]([Cl:13])[C:10]([NH2:14])=[CH:9][C:8]=1[F:15])(C)(C)C.FC(F)(F)C(O)=O. Product: [NH2:14][C:10]1[C:11]([Cl:13])=[CH:12][C:7]([C:6]([OH:16])=[O:5])=[C:8]([F:15])[CH:9]=1. The catalyst class is: 2. (2) Reactant: Br.Br.[CH3:3][C@H:4]1[CH2:9][NH:8][C@@H:7]([CH3:10])[CH2:6][NH:5]1.C(N(CC)CC)C.[F:18][C:19]1[CH:26]=[CH:25][C:22]([CH2:23]Br)=[CH:21][CH:20]=1. Product: [F:18][C:19]1[CH:26]=[CH:25][C:22]([CH2:23][N:5]2[CH2:6][C@H:7]([CH3:10])[NH:8][CH2:9][C@@H:4]2[CH3:3])=[CH:21][CH:20]=1. The catalyst class is: 14. (3) Reactant: [NH2:1][C:2]1[C:3]2[N:4]([C:8]([CH:18]3[CH2:21][CH2:20][CH2:19]3)=[N:9][C:10]=2[C:11]2[CH:12]=[C:13]([OH:17])[CH:14]=[CH:15][CH:16]=2)[CH:5]=[CH:6][N:7]=1.C([O-])([O-])=O.[K+].[K+].Br[CH2:29][C:30]1[CH:35]=[CH:34][C:33]([F:36])=[CH:32][CH:31]=1. Product: [CH:18]1([C:8]2[N:4]3[CH:5]=[CH:6][N:7]=[C:2]([NH2:1])[C:3]3=[C:10]([C:11]3[CH:16]=[CH:15][CH:14]=[C:13]([O:17][CH2:29][C:30]4[CH:35]=[CH:34][C:33]([F:36])=[CH:32][CH:31]=4)[CH:12]=3)[N:9]=2)[CH2:21][CH2:20][CH2:19]1. The catalyst class is: 3. (4) Reactant: [NH2:1][C@@H:2]([CH2:21][S:22]([CH2:25][C:26]1[CH:31]=[CH:30][CH:29]=[CH:28][CH:27]=1)(=[O:24])=[O:23])[C:3]([NH:5][CH:6]([CH:10]([C:12]1[S:13][C:14]2[CH:20]=[CH:19][CH:18]=[CH:17][C:15]=2[N:16]=1)[OH:11])[CH2:7][CH2:8][CH3:9])=[O:4].[CH3:32][C:33]([CH3:35])=O.C([BH3-])#N.C(O)C(N)(CO)CO. Product: [S:13]1[C:14]2[CH:20]=[CH:19][CH:18]=[CH:17][C:15]=2[N:16]=[C:12]1[CH:10]([OH:11])[CH:6]([NH:5][C:3](=[O:4])[C@@H:2]([NH:1][CH:33]([CH3:35])[CH3:32])[CH2:21][S:22]([CH2:25][C:26]1[CH:27]=[CH:28][CH:29]=[CH:30][CH:31]=1)(=[O:23])=[O:24])[CH2:7][CH2:8][CH3:9]. The catalyst class is: 477. (5) The catalyst class is: 291. Reactant: [CH2:1]([O:8][C:9]([NH:11][C:12]1[CH:17]=[CH:16][C:15]([C:18]2[CH2:23][CH2:22][CH:21](OS(C)(=O)=O)[CH2:20][CH:19]=2)=[CH:14][C:13]=1[F:29])=[O:10])[C:2]1[CH:7]=[CH:6][CH:5]=[CH:4][CH:3]=1.[CH3:30][C@H:31]1[CH2:35][CH2:34][CH2:33][NH:32]1.C([O-])([O-])=O.[K+].[K+].CO. Product: [CH2:1]([O:8][C:9](=[O:10])[NH:11][C:12]1[CH:17]=[CH:16][C:15]([C:18]2[CH2:23][CH2:22][CH:21]([N:32]3[CH2:33][CH2:34][CH2:35][C@@H:31]3[CH3:30])[CH2:20][CH:19]=2)=[CH:14][C:13]=1[F:29])[C:2]1[CH:7]=[CH:6][CH:5]=[CH:4][CH:3]=1. (6) Reactant: [Cl:1][C:2]1[CH:9]=[C:8]([Cl:10])[CH:7]=[C:6]([O:11][CH3:12])[C:3]=1[CH:4]=O.Cl.CN.C([O-])(=O)C.[Na+].[N+:21]([CH3:24])([O-:23])=[O:22]. Product: [Cl:1][C:2]1[CH:9]=[C:8]([Cl:10])[CH:7]=[C:6]([O:11][CH3:12])[C:3]=1[CH:4]=[CH:24][N+:21]([O-:23])=[O:22]. The catalyst class is: 232. (7) Reactant: [C@H:1]12[NH:8][C@H:5]([CH2:6][CH2:7]1)[CH2:4][C:3](=[O:9])[CH2:2]2.[F:10][C:11]([F:22])([F:21])[C:12](O[C:12](=[O:13])[C:11]([F:22])([F:21])[F:10])=[O:13]. Product: [F:10][C:11]([F:22])([F:21])[C:12]([N:8]1[C@H:5]2[CH2:6][CH2:7][C@@H:1]1[CH2:2][C:3](=[O:9])[CH2:4]2)=[O:13]. The catalyst class is: 17. (8) Reactant: C[N:2]1CCOCC1.ClC(OCC(C)C)=O.[C:16]([O:20][C:21]([N:23]1[CH2:27][CH2:26][CH2:25][C@@H:24]1[C:28]([OH:30])=O)=[O:22])([CH3:19])([CH3:18])[CH3:17].[OH-].[NH4+]. Product: [C:16]([O:20][C:21]([N:23]1[CH2:27][CH2:26][CH2:25][C@@H:24]1[C:28](=[O:30])[NH2:2])=[O:22])([CH3:19])([CH3:18])[CH3:17]. The catalyst class is: 1. (9) Reactant: [Cl:1][C:2]1[CH:3]=[CH:4][C:5]2[S:11][C@H:10]([C:12]3[CH:17]=[C:16]([F:18])[CH:15]=[CH:14][C:13]=3[F:19])[C@H:9]([NH:20][C:21](=[O:36])[C@H:22]([CH3:35])[NH:23][C:24](=[O:34])[CH2:25][C:26]3[CH:31]=[C:30]([F:32])[CH:29]=[C:28]([F:33])[CH:27]=3)[C:8](=[O:37])[NH:7][C:6]=2[CH:38]=1.[H-].[Na+].I[CH3:42]. Product: [Cl:1][C:2]1[CH:3]=[CH:4][C:5]2[S:11][C@H:10]([C:12]3[CH:17]=[C:16]([F:18])[CH:15]=[CH:14][C:13]=3[F:19])[C@H:9]([NH:20][C:21](=[O:36])[C@H:22]([CH3:35])[NH:23][C:24](=[O:34])[CH2:25][C:26]3[CH:27]=[C:28]([F:33])[CH:29]=[C:30]([F:32])[CH:31]=3)[C:8](=[O:37])[N:7]([CH3:42])[C:6]=2[CH:38]=1. The catalyst class is: 3. (10) The catalyst class is: 10. Reactant: [Br:1][C:2]1[CH:3]=[CH:4][C:5]([Cl:21])=[C:6]([C:8]([C:10]2[CH:15]=[CH:14][C:13]([O:16][CH2:17][CH3:18])=[C:12]([F:19])[C:11]=2[F:20])=O)[CH:7]=1.B(F)(F)F.CCOCC.C(=O)(O)[O-].[Na+]. Product: [Br:1][C:2]1[CH:3]=[CH:4][C:5]([Cl:21])=[C:6]([CH2:8][C:10]2[CH:15]=[CH:14][C:13]([O:16][CH2:17][CH3:18])=[C:12]([F:19])[C:11]=2[F:20])[CH:7]=1.